The task is: Predict the product of the given reaction.. This data is from Forward reaction prediction with 1.9M reactions from USPTO patents (1976-2016). (1) Given the reactants [F:1][C:2]1[CH:7]=[CH:6][CH:5]=[C:4]([N:8]2[CH2:13][CH2:12][NH:11][CH2:10][CH2:9]2)[C:3]=1[C:14](=[O:16])[CH3:15].[O:17]=[C:18]1[NH:27][C:26]2[N:25]=[C:24]([O:28][CH2:29][CH2:30][CH2:31][CH:32]=O)[CH:23]=[CH:22][C:21]=2[CH2:20][CH2:19]1, predict the reaction product. The product is: [C:14]([C:3]1[C:2]([F:1])=[CH:7][CH:6]=[CH:5][C:4]=1[N:8]1[CH2:13][CH2:12][N:11]([CH2:32][CH2:31][CH2:30][CH2:29][O:28][C:24]2[N:25]=[C:26]3[C:21]([CH2:20][CH2:19][C:18](=[O:17])[NH:27]3)=[CH:22][CH:23]=2)[CH2:10][CH2:9]1)(=[O:16])[CH3:15]. (2) Given the reactants [NH2:1][C:2]1[S:3][C:4]([CH2:11][CH2:12][CH3:13])=[C:5]([O:9][CH3:10])[C:6]=1[C:7]#[N:8].N1C=CC=CC=1.[CH:20]1([C:26](Cl)=[O:27])[CH2:25][CH2:24][CH2:23][CH2:22][CH2:21]1, predict the reaction product. The product is: [C:7]([C:6]1[C:5]([O:9][CH3:10])=[C:4]([CH2:11][CH2:12][CH3:13])[S:3][C:2]=1[NH:1][C:26]([CH:20]1[CH2:25][CH2:24][CH2:23][CH2:22][CH2:21]1)=[O:27])#[N:8]. (3) Given the reactants [OH:1][C:2]1[CH:3]=[C:4]([CH:9]=[CH:10][C:11]=1[I:12])[C:5]([O:7][CH3:8])=[O:6].Br[CH2:14][CH2:15][CH2:16][CH2:17][CH2:18][CH2:19][CH2:20][CH3:21].C([O-])([O-])=O.[K+].[K+].CCCCCC, predict the reaction product. The product is: [I:12][C:11]1[CH:10]=[CH:9][C:4]([C:5]([O:7][CH3:8])=[O:6])=[CH:3][C:2]=1[O:1][CH2:14][CH2:15][CH2:16][CH2:17][CH2:18][CH2:19][CH2:20][CH3:21]. (4) Given the reactants [H-].[H-].[H-].[H-].[Li+].[Al+3].[CH:7]1[C:19]2[N:18]([CH2:20][CH2:21][CH2:22][CH2:23][O:24][C:25]3[CH:26]=[C:27]([CH:102]=[C:103]([O:123][CH2:124][CH2:125][CH2:126][CH2:127][N:128]4[C:140]5[CH:139]=[CH:138][CH:137]=[CH:136][C:135]=5[C:134]5[C:129]4=[CH:130][CH:131]=[CH:132][CH:133]=5)[C:104]=3[O:105][CH2:106][CH2:107][CH2:108][CH2:109][N:110]3[C:122]4[CH:121]=[CH:120][CH:119]=[CH:118][C:117]=4[C:116]4[C:111]3=[CH:112][CH:113]=[CH:114][CH:115]=4)[CH2:28][O:29][C:30]3[CH:31]=[C:32]([CH:37]=[C:38]([O:40][CH2:41][C:42]4[CH:47]=[C:46]([O:48][CH2:49][CH2:50][CH2:51][CH2:52][N:53]5[C:65]6[CH:64]=[CH:63][CH:62]=[CH:61][C:60]=6[C:59]6[C:54]5=[CH:55][CH:56]=[CH:57][CH:58]=6)[C:45]([O:66][CH2:67][CH2:68][CH2:69][CH2:70][N:71]5[C:83]6[CH:82]=[CH:81][CH:80]=[CH:79][C:78]=6[C:77]6[C:72]5=[CH:73][CH:74]=[CH:75][CH:76]=6)=[C:44]([O:84][CH2:85][CH2:86][CH2:87][CH2:88][N:89]5[C:101]6[CH:100]=[CH:99][CH:98]=[CH:97][C:96]=6[C:95]6[C:90]5=[CH:91][CH:92]=[CH:93][CH:94]=6)[CH:43]=4)[CH:39]=3)[C:33](OC)=[O:34])[C:17]3[C:12](=[CH:13][CH:14]=[CH:15][CH:16]=3)[C:11]=2[CH:10]=[CH:9][CH:8]=1.[OH-].[Na+], predict the reaction product. The product is: [CH:55]1[C:54]2[N:53]([CH2:52][CH2:51][CH2:50][CH2:49][O:48][C:46]3[CH:47]=[C:42]([CH:43]=[C:44]([O:84][CH2:85][CH2:86][CH2:87][CH2:88][N:89]4[C:90]5[CH:91]=[CH:92][CH:93]=[CH:94][C:95]=5[C:96]5[C:101]4=[CH:100][CH:99]=[CH:98][CH:97]=5)[C:45]=3[O:66][CH2:67][CH2:68][CH2:69][CH2:70][N:71]3[C:83]4[CH:82]=[CH:81][CH:80]=[CH:79][C:78]=4[C:77]4[C:72]3=[CH:73][CH:74]=[CH:75][CH:76]=4)[CH2:41][O:40][C:38]3[CH:37]=[C:32]([CH2:33][OH:34])[CH:31]=[C:30]([O:29][CH2:28][C:27]4[CH:26]=[C:25]([O:24][CH2:23][CH2:22][CH2:21][CH2:20][N:18]5[C:17]6[CH:16]=[CH:15][CH:14]=[CH:13][C:12]=6[C:11]6[C:19]5=[CH:7][CH:8]=[CH:9][CH:10]=6)[C:104]([O:105][CH2:106][CH2:107][CH2:108][CH2:109][N:110]5[C:122]6[CH:121]=[CH:120][CH:119]=[CH:118][C:117]=6[C:116]6[C:111]5=[CH:112][CH:113]=[CH:114][CH:115]=6)=[C:103]([O:123][CH2:124][CH2:125][CH2:126][CH2:127][N:128]5[C:129]6[CH:130]=[CH:131][CH:132]=[CH:133][C:134]=6[C:135]6[C:140]5=[CH:139][CH:138]=[CH:137][CH:136]=6)[CH:102]=4)[CH:39]=3)[C:65]3[C:60](=[CH:61][CH:62]=[CH:63][CH:64]=3)[C:59]=2[CH:58]=[CH:57][CH:56]=1. (5) Given the reactants [C:1]([O:5][C:6](=[O:37])[CH2:7][O:8][C:9]1[CH:14]=[CH:13][C:12]([Cl:15])=[CH:11][C:10]=1[C:16]#[C:17][C:18]1[CH:23]=[CH:22][C:21]([NH:24][C:25](=[O:36])[C:26]2[CH:31]=[CH:30][C:29](C(F)(F)F)=[CH:28][CH:27]=2)=[CH:20][CH:19]=1)([CH3:4])([CH3:3])[CH3:2].C(OC(=O)COC1C=CC(Cl)=CC=1C#CC1C=CC(N)=CC=1)(C)(C)C.C(Cl)(=O)C1C=CC=CC=1, predict the reaction product. The product is: [C:1]([O:5][C:6](=[O:37])[CH2:7][O:8][C:9]1[CH:14]=[CH:13][C:12]([Cl:15])=[CH:11][C:10]=1[C:16]#[C:17][C:18]1[CH:19]=[CH:20][C:21]([NH:24][C:25](=[O:36])[C:26]2[CH:31]=[CH:30][CH:29]=[CH:28][CH:27]=2)=[CH:22][CH:23]=1)([CH3:4])([CH3:2])[CH3:3].